Dataset: Reaction yield outcomes from USPTO patents with 853,638 reactions. Task: Predict the reaction yield, written as a fraction of the theoretical maximum amount of product (1.0 means a 100% yield; for example, 0.34 means a 34% yield). (1) The reactants are [H-].[Al+3].[Li+].[H-].[H-].[H-].[C:7]([O:11][C:12](=[O:26])[NH:13][CH:14]1[CH2:19][CH2:18][N:17]([CH2:20][C:21]([CH:23]2[CH2:25][CH2:24]2)=[O:22])[CH2:16][CH2:15]1)([CH3:10])([CH3:9])[CH3:8]. The catalyst is O1CCCC1. The product is [C:7]([O:11][C:12](=[O:26])[NH:13][CH:14]1[CH2:19][CH2:18][N:17]([CH2:20][CH:21]([CH:23]2[CH2:24][CH2:25]2)[OH:22])[CH2:16][CH2:15]1)([CH3:10])([CH3:8])[CH3:9]. The yield is 0.840. (2) The reactants are [CH2:1]([O:3][C:4]([C:6]1([C:9]2[CH:14]=[CH:13][C:12]([C:15]3[CH:20]=[CH:19][C:18]([C:21]4[S:22][C:23]([Cl:29])=[CH:24][C:25]=4C(=O)N)=[CH:17][CH:16]=3)=[CH:11][CH:10]=2)[CH2:8][CH2:7]1)=[O:5])[CH3:2].[C:30]1([C@H:36]([OH:38])[CH3:37])[CH:35]=[CH:34][CH:33]=[CH:32][CH:31]=1.[N:39]1[CH:44]=CC=CC=1.FC(F)(F)C(OI(C1C=CC=CC=1)OC(=O)C(F)(F)F)=[O:48]. The catalyst is C1(C)C=CC=CC=1. The product is [CH2:1]([O:3][C:4]([C:6]1([C:9]2[CH:10]=[CH:11][C:12]([C:15]3[CH:16]=[CH:17][C:18]([C:21]4[S:22][C:23]([Cl:29])=[CH:24][C:25]=4[NH:39][C:44]([O:38][C@@H:36]([C:30]4[CH:35]=[CH:34][CH:33]=[CH:32][CH:31]=4)[CH3:37])=[O:48])=[CH:19][CH:20]=3)=[CH:13][CH:14]=2)[CH2:8][CH2:7]1)=[O:5])[CH3:2]. The yield is 0.780. (3) The reactants are [NH2:1][C:2]1([C:8]([O:10][CH2:11][C:12]2[CH:17]=[CH:16][CH:15]=[CH:14][CH:13]=2)=[O:9])[CH2:7][CH2:6][CH2:5][CH2:4][CH2:3]1.C(N(CC)CC)C.[N:25]1([C:31](Cl)=[O:32])[CH2:30][CH2:29][O:28][CH2:27][CH2:26]1. The catalyst is C(Cl)(Cl)Cl. The product is [N:25]1([C:31]([NH:1][C:2]2([C:8]([O:10][CH2:11][C:12]3[CH:13]=[CH:14][CH:15]=[CH:16][CH:17]=3)=[O:9])[CH2:7][CH2:6][CH2:5][CH2:4][CH2:3]2)=[O:32])[CH2:30][CH2:29][O:28][CH2:27][CH2:26]1. The yield is 0.870. (4) The yield is 0.900. The reactants are [C:1](O)([C:3](F)(F)F)=O.[CH3:8][C:9]1([CH3:29])[C:13]([CH3:15])([CH3:14])[O:12][B:11]([C:16]2[CH2:17][CH2:18][N:19]([C:22](OC(C)(C)C)=[O:23])[CH2:20][CH:21]=2)[O:10]1.CCN(CC)CC.C(Cl)(=O)CC. The product is [CH3:8][C:9]1([CH3:29])[C:13]([CH3:14])([CH3:15])[O:12][B:11]([C:16]2[CH2:17][CH2:18][N:19]([C:22](=[O:23])[CH2:1][CH3:3])[CH2:20][CH:21]=2)[O:10]1. The catalyst is C(Cl)Cl. (5) The reactants are [CH3:1][O:2][C:3]1[CH:8]=[CH:7][C:6]([CH:9](O)[CH:10]=[CH2:11])=[CH:5][CH:4]=1.S(Cl)([Cl:15])=O. The catalyst is C(OCC)C. The product is [Cl:15][CH2:11]/[CH:10]=[CH:9]/[C:6]1[CH:7]=[CH:8][C:3]([O:2][CH3:1])=[CH:4][CH:5]=1. The yield is 1.00.